This data is from Full USPTO retrosynthesis dataset with 1.9M reactions from patents (1976-2016). The task is: Predict the reactants needed to synthesize the given product. (1) Given the product [Cl:1][C:2]1[C:10]2[C:5](=[N:6][CH:7]=[CH:8][CH:9]=2)[S:4][C:3]=1[C:34]1[N:29]2[N:30]=[C:31]([CH3:33])[CH:32]=[C:27]([CH:24]([CH2:22][CH3:23])[CH2:25][CH3:26])[C:28]2=[N:36][C:35]=1[CH3:37], predict the reactants needed to synthesize it. The reactants are: [Cl:1][C:2]1[C:10]2[C:5](=[N:6][CH:7]=[CH:8][CH:9]=2)[S:4][CH:3]=1.C([Li])CCC.CCCCCC.[CH2:22]([CH:24]([C:27]1[C:28]2[N:29]([C:34](I)=[C:35]([CH3:37])[N:36]=2)[N:30]=[C:31]([CH3:33])[CH:32]=1)[CH2:25][CH3:26])[CH3:23]. (2) Given the product [Br:1][C:2]1[CH:7]=[CH:6][C:5]([NH:8][C:9]2[C:10]([CH:19]([OH:20])[CH2:27][O:28][CH2:29][O:30][CH3:31])=[CH:11][C:12]3[NH:16][CH:15]=[N:14][C:13]=3[C:17]=2[F:18])=[C:4]([Cl:21])[CH:3]=1, predict the reactants needed to synthesize it. The reactants are: [Br:1][C:2]1[CH:7]=[CH:6][C:5]([NH:8][C:9]2[C:10]([CH:19]=[O:20])=[CH:11][C:12]3[NH:16][CH:15]=[N:14][C:13]=3[C:17]=2[F:18])=[C:4]([Cl:21])[CH:3]=1.C([Sn](CCCC)(CCCC)[CH2:27][O:28][CH2:29][O:30][CH3:31])CCC. (3) Given the product [CH3:1][O:2][C:3]1[CH:4]=[CH:5][C:6]([CH2:9][CH2:10][CH2:11][CH2:12][C:13]2[CH:14]=[CH:15][C:16]([CH2:19][C:20]([O:22][CH3:23])=[O:21])=[CH:17][CH:18]=2)=[CH:7][CH:8]=1, predict the reactants needed to synthesize it. The reactants are: [CH3:1][O:2][C:3]1[CH:8]=[CH:7][C:6]([C:9]#[C:10][CH2:11][CH2:12][C:13]2[CH:18]=[CH:17][C:16]([CH2:19][C:20]([O:22][CH3:23])=[O:21])=[CH:15][CH:14]=2)=[CH:5][CH:4]=1. (4) Given the product [CH:9]1[C:10]2[NH:11][C:12]3[C:17](=[CH:16][CH:15]=[CH:14][CH:13]=3)[C:18]=2[C:6]([O:5][CH2:4][CH:2]([OH:1])[CH2:3][N:37]2[CH2:38][CH:30]3[N:29]([C:20]4[CH:21]=[CH:22][C:23]5[C:28](=[CH:27][CH:26]=[CH:25][CH:24]=5)[CH:19]=4)[CH2:36][CH:35]2[CH2:34][CH:33]=[CH:32][CH2:31]3)=[CH:7][CH:8]=1, predict the reactants needed to synthesize it. The reactants are: [O:1]1[CH2:3][C@H:2]1[CH2:4][O:5][C:6]1[C:18]2[C:17]3[C:12](=[CH:13][CH:14]=[CH:15][CH:16]=3)[NH:11][C:10]=2[CH:9]=[CH:8][CH:7]=1.[CH:19]1[C:28]2[C:23](=[CH:24][CH:25]=[CH:26][CH:27]=2)[CH:22]=[CH:21][C:20]=1[N:29]1[CH2:36][C@H:35]2[NH:37][CH2:38][C@@H:30]1[CH2:31][CH:32]=[CH:33][CH2:34]2.CCN(C(C)C)C(C)C. (5) Given the product [OH:1][CH:2]([C:24]1[C:25]([CH3:34])=[C:26]2[C:30](=[CH:31][CH:32]=1)[C:29](=[O:33])[O:28][CH2:27]2)[C:3]([N:6]1[CH2:7][CH2:8][C:9]2([C:13](=[O:14])[N:12]([C:15]3[CH2:16][O:17][C:18](=[O:21])[C:19]=3[CH3:20])[CH2:11][CH2:10]2)[CH2:22][CH2:23]1)([CH3:4])[CH3:5], predict the reactants needed to synthesize it. The reactants are: [OH:1][CH:2]([C:24]1[C:25]([CH3:34])=[C:26]2[C:30](=[CH:31][CH:32]=1)[CH:29]([OH:33])[O:28][CH2:27]2)[C:3]([N:6]1[CH2:23][CH2:22][C:9]2([C:13](=[O:14])[N:12]([C:15]3[CH2:16][O:17][C:18](=[O:21])[C:19]=3[CH3:20])[CH2:11][CH2:10]2)[CH2:8][CH2:7]1)([CH3:5])[CH3:4].C1C=C[NH+]=CC=1.[O-][Cr](Cl)(=O)=O. (6) Given the product [F:19][C:13]1[CH:14]=[C:15]([O:17][CH3:18])[CH:16]=[C:9]([O:7][CH2:6][CH2:5][O:4][CH3:3])[C:10]=1[C:11]#[N:12], predict the reactants needed to synthesize it. The reactants are: [H-].[Na+].[CH3:3][O:4][CH2:5][CH2:6][OH:7].F[C:9]1[CH:16]=[C:15]([O:17][CH3:18])[CH:14]=[C:13]([F:19])[C:10]=1[C:11]#[N:12].O. (7) The reactants are: Br[C:2]1[CH:7]=[CH:6][C:5]([C:8]2[C:19](=[O:20])[NH:18][C:11]3[N:12]=[C:13]([S:16][CH3:17])[N:14]=[CH:15][C:10]=3[CH:9]=2)=[C:4]([Cl:21])[CH:3]=1.CC(OC(/N=N/C(OC(C)C)=O)=O)C.C1C=CC(P(C2C=CC=CC=2)C2C=CC=CC=2)=CC=1.[C:55]([C:57]1([CH2:69][CH2:70]O)[CH2:61][CH2:60][N:59]([C:62]([O:64][C:65]([CH3:68])([CH3:67])[CH3:66])=[O:63])[CH2:58]1)#[N:56].B1(B2OC(C)(C)C(C)(C)O2)OC(C)(C)C(C)(C)O1.CC([O-])=O.[K+].Cl[C:96]1[CH:101]=[CH:100][CH:99]=[C:98]([CH3:102])[N:97]=1. Given the product [Cl:21][C:4]1[CH:3]=[C:2]([C:96]2[CH:101]=[CH:100][CH:99]=[C:98]([CH3:102])[N:97]=2)[CH:7]=[CH:6][C:5]=1[C:8]1[C:19](=[O:20])[N:18]([CH2:70][CH2:69][C:57]2([C:55]#[N:56])[CH2:61][CH2:60][N:59]([C:62]([O:64][C:65]([CH3:68])([CH3:67])[CH3:66])=[O:63])[CH2:58]2)[C:11]2[N:12]=[C:13]([S:16][CH3:17])[N:14]=[CH:15][C:10]=2[CH:9]=1, predict the reactants needed to synthesize it.